This data is from Catalyst prediction with 721,799 reactions and 888 catalyst types from USPTO. The task is: Predict which catalyst facilitates the given reaction. (1) Reactant: [I-].[CH3:2][S+](C)(C)=O.[H-].[Na+].[F:9][C:10]1[CH:11]=[C:12]([CH:17]=[CH:18][C:19]([N:21]([O:23][CH3:24])[CH3:22])=[O:20])[CH:13]=[CH:14][C:15]=1[CH3:16].O. Product: [CH3:24][O:23][N:21]([CH3:22])[C:19]([CH:18]1[CH2:2][CH:17]1[C:12]1[CH:13]=[CH:14][C:15]([CH3:16])=[C:10]([F:9])[CH:11]=1)=[O:20]. The catalyst class is: 85. (2) Reactant: F[C:2]1[CH:7]=[C:6]([CH3:8])[C:5]([N+:9]([O-])=O)=[CH:4][N:3]=1.Cl.[CH:13]12[NH:19][CH:16]([CH2:17][CH2:18]1)[CH2:15][CH2:14]2.CCN(CC)CC. Product: [CH:16]12[N:19]([C:2]3[N:3]=[CH:4][C:5]([NH2:9])=[C:6]([CH3:8])[CH:7]=3)[CH:13]([CH2:18][CH2:17]1)[CH2:14][CH2:15]2. The catalyst class is: 10. (3) Reactant: [NH2:1][C:2]1[N:7]([CH2:8][CH:9]2[CH2:11][CH2:10]2)[C:6](=[O:12])[N:5]([CH2:13][C:14]2[CH:19]=[CH:18][CH:17]=[CH:16][C:15]=2[F:20])[C:4](=[O:21])[C:3]=1[NH:22][C:23](=O)[CH2:24][C:25]1[CH:30]=[CH:29][C:28]([N:31]([S:33]([C:36]2[C:37]([CH3:43])=[N:38][N:39]([CH3:42])[C:40]=2[Cl:41])(=[O:35])=[O:34])[CH3:32])=[CH:27][CH:26]=1.[OH-].[Na+]. Product: [CH:9]1([CH2:8][N:7]2[C:2]3[N:1]=[C:23]([CH2:24][C:25]4[CH:26]=[CH:27][C:28]([N:31]([CH3:32])[S:33]([C:36]5[C:37]([CH3:43])=[N:38][N:39]([CH3:42])[C:40]=5[Cl:41])(=[O:35])=[O:34])=[CH:29][CH:30]=4)[NH:22][C:3]=3[C:4](=[O:21])[N:5]([CH2:13][C:14]3[CH:19]=[CH:18][CH:17]=[CH:16][C:15]=3[F:20])[C:6]2=[O:12])[CH2:11][CH2:10]1. The catalyst class is: 5. (4) Reactant: [Cl:1][C:2]1[N:3]=[C:4](Cl)[C:5]2[CH:10]=[CH:9][NH:8][C:6]=2[N:7]=1.[Cl:12][C:13]1[CH:14]=[C:15](B(O)O)[CH:16]=[CH:17][C:18]=1[F:19].C([O-])([O-])=O.[Na+].[Na+]. Product: [Cl:1][C:2]1[N:3]=[C:4]([C:15]2[CH:16]=[CH:17][C:18]([F:19])=[C:13]([Cl:12])[CH:14]=2)[C:5]2[CH:10]=[CH:9][NH:8][C:6]=2[N:7]=1. The catalyst class is: 77. (5) Reactant: C(S[S:21][CH2:22][CH2:23][CH2:24][CH:25]([CH2:29][CH2:30][C:31]([OH:33])=[O:32])[C:26](O)=[O:27])(C1C=CC=CC=1)(C1C=CC=CC=1)C1C=CC=CC=1.FC(F)(F)C(O)=O.C([SiH](CC)CC)C. Product: [O:27]=[C:26]1[CH:25]([CH2:29][CH2:30][C:31]([OH:33])=[O:32])[CH2:24][CH2:23][CH2:22][S:21]1. The catalyst class is: 4. (6) Reactant: [CH3:1][O:2][C:3]1[CH:8]=[CH:7][C:6]([O:9][CH3:10])=[CH:5][CH:4]=1.[CH:11]1([C:14](Cl)=[O:15])[CH2:13][CH2:12]1.Cl. Product: [CH:11]1([C:14]([C:7]2[CH:8]=[C:3]([O:2][CH3:1])[CH:4]=[CH:5][C:6]=2[O:9][CH3:10])=[O:15])[CH2:13][CH2:12]1. The catalyst class is: 26. (7) Reactant: [C:1]1([OH:11])[C:10]2[C:5](=[CH:6][CH:7]=[CH:8][CH:9]=2)[CH:4]=[CH:3][CH:2]=1.C([O-])([O-])=O.[K+].[K+].Br[CH:19]([CH:25]1[CH2:27][CH2:26]1)[C:20]([O:22][CH2:23][CH3:24])=[O:21]. Product: [CH:25]1([CH:19]([O:11][C:1]2[C:10]3[C:5](=[CH:6][CH:7]=[CH:8][CH:9]=3)[CH:4]=[CH:3][CH:2]=2)[C:20]([O:22][CH2:23][CH3:24])=[O:21])[CH2:27][CH2:26]1. The catalyst class is: 18. (8) Reactant: Br[C:2]1[CH:9]=[CH:8][CH:7]=[C:6]([Br:10])[C:3]=1[CH:4]=[O:5].[C:11]([C:15]1[CH:16]=[C:17]2[C:22](=[CH:23][CH:24]=1)[C:21](=[O:25])[NH:20][N:19]=[CH:18]2)([CH3:14])([CH3:13])[CH3:12].C(=O)([O-])[O-].[Cs+].[Cs+].COC1C2C(=C3C(=CC=2)C(OC)=CC=N3)N=CC=1. Product: [Br:10][C:6]1[CH:7]=[CH:8][CH:9]=[C:2]([N:20]2[N:19]=[CH:18][C:17]3[C:22](=[CH:23][CH:24]=[C:15]([C:11]([CH3:13])([CH3:12])[CH3:14])[CH:16]=3)[C:21]2=[O:25])[C:3]=1[CH:4]=[O:5]. The catalyst class is: 321. (9) Reactant: [N+:1]([C:4]1[CH:9]=[C:8]([N+:10]([O-:12])=[O:11])[CH:7]=[CH:6][C:5]=1[OH:13])([O-:3])=[O:2].C(=O)([O-])[O-].[K+].[K+].[Br:20][CH2:21][CH:22]=[CH:23][CH2:24]Br. Product: [Br:20][CH2:21][CH:22]=[CH:23][CH2:24][O:13][C:5]1[CH:6]=[CH:7][C:8]([N+:10]([O-:12])=[O:11])=[CH:9][C:4]=1[N+:1]([O-:3])=[O:2]. The catalyst class is: 37. (10) Reactant: [F:1][C:2]1[CH:3]=[C:4]([CH:25]=[C:26]([F:33])[C:27]=1[NH:28][S:29]([CH3:32])(=[O:31])=[O:30])[CH2:5][NH:6][C:7](=[O:24])[CH:8]=[CH:9][C:10]1[CH:15]=[CH:14][C:13]([C:16]([F:19])([F:18])[F:17])=[CH:12][C:11]=1[NH:20][CH2:21][CH2:22][CH3:23]. Product: [F:1][C:2]1[CH:3]=[C:4]([CH:25]=[C:26]([F:33])[C:27]=1[NH:28][S:29]([CH3:32])(=[O:30])=[O:31])[CH2:5][NH:6][C:7](=[O:24])[CH2:8][CH2:9][C:10]1[CH:15]=[CH:14][C:13]([C:16]([F:19])([F:17])[F:18])=[CH:12][C:11]=1[NH:20][CH2:21][CH2:22][CH3:23]. The catalyst class is: 45.